Task: Predict the product of the given reaction.. Dataset: Forward reaction prediction with 1.9M reactions from USPTO patents (1976-2016) (1) Given the reactants [S:1]1[CH:5]=[CH:4][CH:3]=[C:2]1[C:6](=[O:10])[CH2:7][CH2:8][Cl:9].[BH4-].[Na+], predict the reaction product. The product is: [Cl:9][CH2:8][CH2:7][CH:6]([C:2]1[S:1][CH:5]=[CH:4][CH:3]=1)[OH:10]. (2) Given the reactants Br[C:2]1[C:3]([O:31][CH3:32])=[C:4]([C:16]2[CH:24]=[C:23]3[C:19]([C:20]([CH2:25][NH:26][S:27]([CH3:30])(=[O:29])=[O:28])=[CH:21][CH2:22]3)=[CH:18][CH:17]=2)[CH:5]=[C:6]([N:8]2[CH:13]=[CH:12][C:11](=[O:14])[NH:10][C:9]2=[O:15])[CH:7]=1.[S:33]1[CH:37]=[CH:36][C:35](B(O)O)=[CH:34]1, predict the reaction product. The product is: [O:15]=[C:9]1[NH:10][C:11](=[O:14])[CH:12]=[CH:13][N:8]1[C:6]1[CH:7]=[C:2]([C:35]2[CH:36]=[CH:37][S:33][CH:34]=2)[C:3]([O:31][CH3:32])=[C:4]([C:16]2[CH:24]=[C:23]3[C:19]([C:20]([CH2:25][NH:26][S:27]([CH3:30])(=[O:29])=[O:28])=[CH:21][CH2:22]3)=[CH:18][CH:17]=2)[CH:5]=1. (3) Given the reactants [CH:1]1([CH2:4][N:5]([CH2:28][CH:29]2[CH2:34][CH2:33][O:32][CH2:31][CH2:30]2)[C:6]2[C:7]([O:26][CH3:27])=[N:8][N:9]3[C:13]([C:14]4[C:21]([O:22][CH3:23])=[CH:20][C:17]([C:18]#[N:19])=[CH:16][C:15]=4[O:24][CH3:25])=[CH:12][S:11][C:10]=23)[CH2:3][CH2:2]1.C(OCC)(=O)C.[ClH:41], predict the reaction product. The product is: [ClH:41].[CH:1]1([CH2:4][N:5]([CH2:28][CH:29]2[CH2:34][CH2:33][O:32][CH2:31][CH2:30]2)[C:6]2[C:7]([O:26][CH3:27])=[N:8][N:9]3[C:13]([C:14]4[C:15]([O:24][CH3:25])=[CH:16][C:17]([C:18]#[N:19])=[CH:20][C:21]=4[O:22][CH3:23])=[CH:12][S:11][C:10]=23)[CH2:2][CH2:3]1. (4) Given the reactants [F:1][C:2]1[CH:3]=[C:4]([NH2:18])[CH:5]=[CH:6][C:7]=1[C:8]1[N:12]([CH3:13])[N:11]=[C:10]([C:14]([F:17])([F:16])[F:15])[CH:9]=1.[CH3:19][C:20]1[S:21][C:22]([C:26](O)=[O:27])=[C:23]([CH3:25])[N:24]=1.ClC1C(C(NC2C=CC(C3N(C)N=C(C(F)(F)F)C=3)=C(F)C=2)=O)=NN(C)C=1, predict the reaction product. The product is: [CH3:19][C:20]1[S:21][C:22]([C:26]([NH:18][C:4]2[CH:5]=[CH:6][C:7]([C:8]3[N:12]([CH3:13])[N:11]=[C:10]([C:14]([F:16])([F:17])[F:15])[CH:9]=3)=[C:2]([F:1])[CH:3]=2)=[O:27])=[C:23]([CH3:25])[N:24]=1. (5) Given the reactants [CH3:1][O:2][C:3]([C:5]1[C:10]([NH:11]C(=O)C)=[N:9][C:8]([O:15][CH2:16][CH2:17][F:18])=[CH:7][N:6]=1)=[O:4].C[O-].[Na+], predict the reaction product. The product is: [CH3:1][O:2][C:3]([C:5]1[C:10]([NH2:11])=[N:9][C:8]([O:15][CH2:16][CH2:17][F:18])=[CH:7][N:6]=1)=[O:4]. (6) Given the reactants C([O:3][C:4]([C:6]1[S:10][C:9]([NH:11][C:12](=[O:26])[C:13]([NH:16][C:17](=[O:25])[C:18]2[CH:23]=[CH:22][C:21]([F:24])=[CH:20][CH:19]=2)([CH3:15])[CH3:14])=[N:8][C:7]=1[C:27]1[CH:32]=[CH:31][C:30]([F:33])=[CH:29][CH:28]=1)=[O:5])C.[OH-].[K+].Cl, predict the reaction product. The product is: [F:24][C:21]1[CH:20]=[CH:19][C:18]([C:17]([NH:16][C:13]([CH3:14])([CH3:15])[C:12]([NH:11][C:9]2[S:10][C:6]([C:4]([OH:5])=[O:3])=[C:7]([C:27]3[CH:32]=[CH:31][C:30]([F:33])=[CH:29][CH:28]=3)[N:8]=2)=[O:26])=[O:25])=[CH:23][CH:22]=1. (7) Given the reactants [Cl:1][C:2]1[C:11]2[C:6](=[CH:7][CH:8]=[C:9]([Cl:12])[CH:10]=2)[N:5]=[C:4]([N:13]2[CH2:19][CH2:18][CH2:17][C:16]3[CH:20]=[C:21]([C:24](O)=[O:25])[CH:22]=[CH:23][C:15]=3[CH2:14]2)[CH:3]=1.Cl.[CH3:28][NH:29][CH3:30].C(N(CC)CC)C.F[P-](F)(F)(F)(F)F.N1(OC(N(C)C)=[N+](C)C)C2N=CC=CC=2N=N1, predict the reaction product. The product is: [Cl:1][C:2]1[C:11]2[C:6](=[CH:7][CH:8]=[C:9]([Cl:12])[CH:10]=2)[N:5]=[C:4]([N:13]2[CH2:19][CH2:18][CH2:17][C:16]3[CH:20]=[C:21]([C:24]([N:29]([CH3:30])[CH3:28])=[O:25])[CH:22]=[CH:23][C:15]=3[CH2:14]2)[CH:3]=1. (8) The product is: [CH3:13][C:7]1[CH:8]=[CH:9][CH:10]=[C:11]([CH3:12])[C:6]=1[NH:5][C:3](=[O:4])[CH2:2][N:19]1[CH2:18][CH2:17][NH:16][CH:15]([CH3:14])[CH2:20]1. Given the reactants Cl[CH2:2][C:3]([NH:5][C:6]1[C:11]([CH3:12])=[CH:10][CH:9]=[CH:8][C:7]=1[CH3:13])=[O:4].[CH3:14][CH:15]1[CH2:20][NH:19][CH2:18][CH2:17][NH:16]1, predict the reaction product. (9) The product is: [Cl:11][C:9]1[CH:8]=[CH:7][C:6]([S:12][C:13]2[CH:21]=[CH:20][C:19]([F:22])=[CH:18][C:14]=2[CH2:15][OH:16])=[C:5]([CH2:4][CH2:1][OH:2])[CH:10]=1. Given the reactants [C:1]([CH2:4][C:5]1[CH:10]=[C:9]([Cl:11])[CH:8]=[CH:7][C:6]=1[S:12][C:13]1[CH:21]=[CH:20][C:19]([F:22])=[CH:18][C:14]=1[C:15](O)=[O:16])(O)=[O:2].C(C1C=CC=C([N+]([O-])=O)C=1SC1C=CC(F)=CC=1C(O)=O)(O)=O.B, predict the reaction product. (10) The product is: [CH2:1]([NH:8][S:9]([C:12]1[CH:16]=[C:15]([C:17]2[C:19]3[C:20](=[N:21][CH:22]=[CH:23][CH:24]=3)[NH:28][N:27]=2)[NH:14][CH:13]=1)(=[O:11])=[O:10])[C:2]1[CH:7]=[CH:6][CH:5]=[CH:4][CH:3]=1. Given the reactants [CH2:1]([NH:8][S:9]([C:12]1[CH:16]=[C:15]([C:17]([C:19]2[C:20](Cl)=[N:21][CH:22]=[CH:23][CH:24]=2)=O)[NH:14][CH:13]=1)(=[O:11])=[O:10])[C:2]1[CH:7]=[CH:6][CH:5]=[CH:4][CH:3]=1.O.[NH2:27][NH2:28], predict the reaction product.